The task is: Predict which catalyst facilitates the given reaction.. This data is from Catalyst prediction with 721,799 reactions and 888 catalyst types from USPTO. (1) Reactant: [CH3:1][N:2]1[C:6]([CH3:7])=[C:5]([C:8]([NH:10][C:11]2[CH:33]=[CH:32][C:14]([O:15][C:16]3[CH:21]=[CH:20][N:19]=[C:18]([NH:22][C:23](=O)[O:24]C4C=CC=CC=4)[CH:17]=3)=[C:13]([F:34])[CH:12]=2)=[O:9])[C:4](=[O:35])[N:3]1[C:36]1[CH:41]=[CH:40][CH:39]=[CH:38][CH:37]=1.[CH3:42][NH:43][CH3:44]. Product: [CH3:42][N:43]([CH3:44])[C:23](=[O:24])[NH:22][C:18]1[CH:17]=[C:16]([O:15][C:14]2[CH:32]=[CH:33][C:11]([NH:10][C:8]([C:5]3[C:4](=[O:35])[N:3]([C:36]4[CH:37]=[CH:38][CH:39]=[CH:40][CH:41]=4)[N:2]([CH3:1])[C:6]=3[CH3:7])=[O:9])=[CH:12][C:13]=2[F:34])[CH:21]=[CH:20][N:19]=1. The catalyst class is: 37. (2) The catalyst class is: 1. Product: [CH3:1][C:2]1[CH:7]=[C:6]([CH2:8][CH2:14][C:15]2[CH:20]=[CH:19][CH:18]=[CH:17][CH:16]=2)[N:5]=[CH:4][N:3]=1. Reactant: [CH3:1][C:2]1[CH:7]=[C:6]([CH3:8])[N:5]=[CH:4][N:3]=1.C([Li])CCC.[CH2:14](Br)[C:15]1[CH:20]=[CH:19][CH:18]=[CH:17][CH:16]=1.[Cl-].[NH4+].